The task is: Predict the reactants needed to synthesize the given product.. This data is from Full USPTO retrosynthesis dataset with 1.9M reactions from patents (1976-2016). (1) Given the product [Cl:8][C:6]1[CH:5]=[CH:4][C:3]([S:9]([NH2:12])(=[O:11])=[O:10])=[C:2]([NH:1][S:24](/[CH:23]=[CH:22]/[C:19]2[CH:20]=[CH:21][C:16]([O:15][CH:14]([F:13])[F:28])=[CH:17][CH:18]=2)(=[O:26])=[O:25])[CH:7]=1, predict the reactants needed to synthesize it. The reactants are: [NH2:1][C:2]1[CH:7]=[C:6]([Cl:8])[CH:5]=[CH:4][C:3]=1[S:9]([NH2:12])(=[O:11])=[O:10].[F:13][CH:14]([F:28])[O:15][C:16]1[CH:21]=[CH:20][C:19](/[CH:22]=[CH:23]/[S:24](Cl)(=[O:26])=[O:25])=[CH:18][CH:17]=1.N1C=CC=CC=1. (2) Given the product [CH3:1][S:2]([O:14][CH2:13][C:12]1[C:7]([Cl:6])=[N:8][CH:9]=[C:10]([Cl:15])[CH:11]=1)(=[O:4])=[O:3], predict the reactants needed to synthesize it. The reactants are: [CH3:1][S:2](Cl)(=[O:4])=[O:3].[Cl:6][C:7]1[C:12]([CH2:13][OH:14])=[CH:11][C:10]([Cl:15])=[CH:9][N:8]=1.